From a dataset of Blood-brain barrier permeability classification from the B3DB database. Regression/Classification. Given a drug SMILES string, predict its absorption, distribution, metabolism, or excretion properties. Task type varies by dataset: regression for continuous measurements (e.g., permeability, clearance, half-life) or binary classification for categorical outcomes (e.g., BBB penetration, CYP inhibition). Dataset: b3db_classification. (1) The result is 0 (does not penetrate BBB). The drug is CCOC(=O)N1CSCC1C(=O)O. (2) The drug is CN(C)CCn1nnnc1SCC1=C(C(=O)O)N2C(=O)[C@@H](NC(=O)Cc3csc(N)n3)[C@H]2SC1. The result is 0 (does not penetrate BBB). (3) The compound is Nc1nc(NCCc2ccc(O)cc2)nc2nc(-c3ccco3)nn12. The result is 0 (does not penetrate BBB). (4) The result is 0 (does not penetrate BBB). The compound is COc1cccc2c1C(=O)c1c(O)c3c(c(O)c1C2=O)CC(O)(C(C)=NNC(=O)c1ccccc1)CC3OC1CC(N)C(O)C(C)O1. (5) The molecule is CCOc1ccc(Cc2cc(C3OC(CO)C(O)C(O)C3O)ccc2Cl)cc1. The result is 0 (does not penetrate BBB). (6) The result is 1 (penetrates BBB). The drug is Cc1cc(C)c(/C=C2\C(=O)Nc3ccccc32)[nH]1. (7) The result is 1 (penetrates BBB). The molecule is CSC(=O)C1(OC(C)=O)C(C)CC2C3CCC4=CC(=O)C=CC4(C)C3(F)C(O)CC21C. (8) The drug is CC12CCC3C(CCC45OC4C(=O)C(C#N)CC35C)C1CCC2O. The result is 0 (does not penetrate BBB).